From a dataset of Forward reaction prediction with 1.9M reactions from USPTO patents (1976-2016). Predict the product of the given reaction. The product is: [CH3:6][O:7][C:8](=[O:19])[CH:9]([C:10]1[C:11]([CH3:18])=[CH:12][C:13]([CH3:17])=[CH:14][C:15]=1[CH3:16])[C:28]([C:25]1([S:31][CH2:32][C:33]2[CH:34]=[CH:35][C:36]([O:39][CH3:40])=[CH:37][CH:38]=2)[CH2:24][CH2:23][N:22]([O:21][CH3:20])[CH2:27][CH2:26]1)=[O:29]. Given the reactants C([Li])CCC.[CH3:6][O:7][C:8](=[O:19])[CH2:9][C:10]1[C:15]([CH3:16])=[CH:14][C:13]([CH3:17])=[CH:12][C:11]=1[CH3:18].[CH3:20][O:21][N:22]1[CH2:27][CH2:26][C:25]([S:31][CH2:32][C:33]2[CH:38]=[CH:37][C:36]([O:39][CH3:40])=[CH:35][CH:34]=2)([C:28](Cl)=[O:29])[CH2:24][CH2:23]1, predict the reaction product.